Dataset: NCI-60 drug combinations with 297,098 pairs across 59 cell lines. Task: Regression. Given two drug SMILES strings and cell line genomic features, predict the synergy score measuring deviation from expected non-interaction effect. (1) Drug 1: CC1CCC2CC(C(=CC=CC=CC(CC(C(=O)C(C(C(=CC(C(=O)CC(OC(=O)C3CCCCN3C(=O)C(=O)C1(O2)O)C(C)CC4CCC(C(C4)OC)OCCO)C)C)O)OC)C)C)C)OC. Drug 2: C#CCC(CC1=CN=C2C(=N1)C(=NC(=N2)N)N)C3=CC=C(C=C3)C(=O)NC(CCC(=O)O)C(=O)O. Cell line: TK-10. Synergy scores: CSS=40.8, Synergy_ZIP=1.05, Synergy_Bliss=-2.69, Synergy_Loewe=-3.53, Synergy_HSA=-1.50. (2) Drug 1: C(CN)CNCCSP(=O)(O)O. Drug 2: CC12CCC3C(C1CCC2OP(=O)(O)O)CCC4=C3C=CC(=C4)OC(=O)N(CCCl)CCCl.[Na+]. Cell line: A549. Synergy scores: CSS=4.69, Synergy_ZIP=-1.06, Synergy_Bliss=-0.0729, Synergy_Loewe=-3.87, Synergy_HSA=-1.86. (3) Drug 1: CC1OCC2C(O1)C(C(C(O2)OC3C4COC(=O)C4C(C5=CC6=C(C=C35)OCO6)C7=CC(=C(C(=C7)OC)O)OC)O)O. Drug 2: CC1C(C(CC(O1)OC2CC(CC3=C2C(=C4C(=C3O)C(=O)C5=C(C4=O)C(=CC=C5)OC)O)(C(=O)C)O)N)O.Cl. Cell line: BT-549. Synergy scores: CSS=40.0, Synergy_ZIP=-1.68, Synergy_Bliss=0.632, Synergy_Loewe=1.97, Synergy_HSA=4.00. (4) Drug 1: C(=O)(N)NO. Drug 2: C1=NNC2=C1C(=O)NC=N2. Cell line: SF-295. Synergy scores: CSS=0.868, Synergy_ZIP=-1.00, Synergy_Bliss=-1.02, Synergy_Loewe=-2.71, Synergy_HSA=-1.56. (5) Drug 1: CCC(=C(C1=CC=CC=C1)C2=CC=C(C=C2)OCCN(C)C)C3=CC=CC=C3.C(C(=O)O)C(CC(=O)O)(C(=O)O)O. Drug 2: CN(CCCl)CCCl.Cl. Cell line: HCC-2998. Synergy scores: CSS=14.2, Synergy_ZIP=-3.74, Synergy_Bliss=-1.63, Synergy_Loewe=-5.53, Synergy_HSA=-0.522. (6) Drug 1: CC(C1=C(C=CC(=C1Cl)F)Cl)OC2=C(N=CC(=C2)C3=CN(N=C3)C4CCNCC4)N. Drug 2: C1=NC2=C(N1)C(=S)N=C(N2)N. Cell line: U251. Synergy scores: CSS=20.1, Synergy_ZIP=-10.3, Synergy_Bliss=0.101, Synergy_Loewe=-4.08, Synergy_HSA=-0.0403. (7) Drug 1: CC1C(C(=O)NC(C(=O)N2CCCC2C(=O)N(CC(=O)N(C(C(=O)O1)C(C)C)C)C)C(C)C)NC(=O)C3=C4C(=C(C=C3)C)OC5=C(C(=O)C(=C(C5=N4)C(=O)NC6C(OC(=O)C(N(C(=O)CN(C(=O)C7CCCN7C(=O)C(NC6=O)C(C)C)C)C)C(C)C)C)N)C. Drug 2: CC1C(C(CC(O1)OC2CC(OC(C2O)C)OC3=CC4=CC5=C(C(=O)C(C(C5)C(C(=O)C(C(C)O)O)OC)OC6CC(C(C(O6)C)O)OC7CC(C(C(O7)C)O)OC8CC(C(C(O8)C)O)(C)O)C(=C4C(=C3C)O)O)O)O. Cell line: SK-MEL-2. Synergy scores: CSS=30.6, Synergy_ZIP=2.92, Synergy_Bliss=3.32, Synergy_Loewe=-10.1, Synergy_HSA=-1.78. (8) Drug 1: C1=CC=C(C(=C1)C(C2=CC=C(C=C2)Cl)C(Cl)Cl)Cl. Drug 2: CC1=C(C(=O)C2=C(C1=O)N3CC4C(C3(C2COC(=O)N)OC)N4)N. Cell line: DU-145. Synergy scores: CSS=43.7, Synergy_ZIP=-0.367, Synergy_Bliss=-2.34, Synergy_Loewe=-51.6, Synergy_HSA=-0.796.